From a dataset of Reaction yield outcomes from USPTO patents with 853,638 reactions. Predict the reaction yield, written as a fraction of the theoretical maximum amount of product (1.0 means a 100% yield; for example, 0.34 means a 34% yield). The reactants are [F:1][C:2]1[CH:7]=[CH:6][CH:5]=[CH:4][C:3]=1[N:8]1[CH2:13][CH2:12][N:11]([CH2:14][CH2:15][NH2:16])[CH2:10][CH2:9]1.[CH3:17][C:18]1[N:22]([C:23]2[CH:28]=[CH:27][CH:26]=[CH:25][CH:24]=2)[N:21]=[C:20]([CH:29]=O)[CH:19]=1. No catalyst specified. The product is [F:1][C:2]1[CH:7]=[CH:6][CH:5]=[CH:4][C:3]=1[N:8]1[CH2:9][CH2:10][N:11]([CH2:14][CH2:15][NH:16][CH2:29][C:20]2[CH:19]=[C:18]([CH3:17])[N:22]([C:23]3[CH:28]=[CH:27][CH:26]=[CH:25][CH:24]=3)[N:21]=2)[CH2:12][CH2:13]1. The yield is 0.874.